This data is from Reaction yield outcomes from USPTO patents with 853,638 reactions. The task is: Predict the reaction yield, written as a fraction of the theoretical maximum amount of product (1.0 means a 100% yield; for example, 0.34 means a 34% yield). (1) The reactants are [CH3:1][C:2]([CH3:13])([CH3:12])[C:3](=O)[CH2:4][N:5]1[N:9]=C[O:7][C:6]1=O.O.[NH2:15][NH2:16].[C:17]([OH:22])(=O)[C:18](O)=O. The catalyst is CC(O)C.O. The product is [C:2]([C:3]1[CH2:4][N:5]([NH:9][C:17](=[O:22])[CH3:18])[C:6](=[O:7])[NH:15][N:16]=1)([CH3:13])([CH3:12])[CH3:1]. The yield is 0.560. (2) The reactants are Cl[CH2:2][C:3]([NH:5][C:6]1[CH:11]=[C:10]([N+:12]([O-:14])=[O:13])[CH:9]=[CH:8][C:7]=1[Cl:15])=[O:4].[NH:16]1[CH2:21][CH2:20][O:19][CH2:18][CH2:17]1.C(N(CC)CC)C.[I-].[K+]. The catalyst is CN(C=O)C. The product is [Cl:15][C:7]1[CH:8]=[CH:9][C:10]([N+:12]([O-:14])=[O:13])=[CH:11][C:6]=1[NH:5][C:3](=[O:4])[CH2:2][N:16]1[CH2:21][CH2:20][O:19][CH2:18][CH2:17]1. The yield is 0.900.